Dataset: Catalyst prediction with 721,799 reactions and 888 catalyst types from USPTO. Task: Predict which catalyst facilitates the given reaction. (1) Reactant: [Cl:1][C:2]1[CH:7]=[CH:6][C:5]([NH:8][C:9]2[NH:10][C:11]([C:14]3[CH:19]=[CH:18][C:17]([OH:20])=[CH:16][CH:15]=3)=[N:12][N:13]=2)=[CH:4][C:3]=1[C:21]([F:24])([F:23])[F:22].C[Si]([N-][Si](C)(C)C)(C)C.[K+].Br[C:36]1[CH:37]=[N:38][CH:39]=[CH:40][CH:41]=1.[C:42]([O-:45])([O-])=[O:43].[K+].[K+]. Product: [F:22][C:21]([F:24])([F:23])[C:42]([OH:45])=[O:43].[Cl:1][C:2]1[CH:7]=[CH:6][C:5]([NH:8][C:9]2[NH:10][C:11]([C:14]3[CH:15]=[CH:16][C:17]([O:20][C:36]4[CH:37]=[N:38][CH:39]=[CH:40][CH:41]=4)=[CH:18][CH:19]=3)=[N:12][N:13]=2)=[CH:4][C:3]=1[C:21]([F:22])([F:23])[F:24]. The catalyst class is: 121. (2) Product: [Br:1][C:2]1[CH:8]=[C:7]([CH2:9][CH3:10])[C:5]([C:24]#[N:25])=[C:4]([CH2:11][CH3:12])[CH:3]=1. The catalyst class is: 232. Reactant: [Br:1][C:2]1[CH:8]=[C:7]([CH2:9][CH3:10])[C:5](N)=[C:4]([CH2:11][CH3:12])[CH:3]=1.Cl.N([O-])=O.[Na+].C(=O)(O)[O-].[Na+].[Cu][C:24]#[N:25].[C-]#N.[K+]. (3) Reactant: C[CH2:2][N:3](C(C)C)[CH:4](C)C.[C:10]([O:14][C:15]([NH:17][C@H:18]1[CH2:23][CH2:22][CH2:21][C@H:20]([C:24]([OH:26])=O)[CH2:19]1)=[O:16])([CH3:13])([CH3:12])[CH3:11].Cl.CNC.CCN=C=NCCCN(C)C. Product: [C:10]([O:14][C:15](=[O:16])[NH:17][C@H:18]1[CH2:23][CH2:22][CH2:21][C@H:20]([C:24](=[O:26])[N:3]([CH3:4])[CH3:2])[CH2:19]1)([CH3:13])([CH3:12])[CH3:11]. The catalyst class is: 2. (4) Reactant: ClCCl.[F:4][C:5]1[C:10]([F:11])=[C:9]([O:12][CH2:13][C@H:14]2[CH2:19][CH2:18][C@H:17]([CH2:20][CH3:21])[CH2:16][CH2:15]2)[CH:8]=[CH:7][C:6]=1[OH:22].P([O-])([O-])([O-])=O.[K+].[K+].[K+].CS(O[CH2:36][C@H:37]1[CH2:42][CH2:41][C@H:40]([CH:43]=[CH2:44])[CH2:39][CH2:38]1)(=O)=O. Product: [F:4][C:5]1[C:10]([F:11])=[C:9]([O:12][CH2:13][C@H:14]2[CH2:19][CH2:18][C@H:17]([CH:20]=[CH2:21])[CH2:16][CH2:15]2)[CH:8]=[CH:7][C:6]=1[O:22][CH2:36][C@H:37]1[CH2:42][CH2:41][C@H:40]([CH2:43][CH3:44])[CH2:39][CH2:38]1. The catalyst class is: 93. (5) Reactant: [CH3:1][O:2][C:3]1[CH:14]=[C:13]([C:15]([N:17]2[CH2:22][CH2:21][C:20]3([O:27][C:26]4[CH:28]=[CH:29][CH:30]=[CH:31][C:25]=4[N:24]4[CH:32]=[CH:33][CH:34]=[C:23]34)[CH2:19][CH2:18]2)=[O:16])[CH:12]=[CH:11][C:4]=1[O:5][CH2:6][C:7]([O:9]C)=[O:8].[Li+].[OH-]. Product: [CH3:1][O:2][C:3]1[CH:14]=[C:13]([C:15]([N:17]2[CH2:18][CH2:19][C:20]3([O:27][C:26]4[CH:28]=[CH:29][CH:30]=[CH:31][C:25]=4[N:24]4[CH:32]=[CH:33][CH:34]=[C:23]34)[CH2:21][CH2:22]2)=[O:16])[CH:12]=[CH:11][C:4]=1[O:5][CH2:6][C:7]([OH:9])=[O:8]. The catalyst class is: 1. (6) Reactant: [C:1]([O:5][C:6](=[O:46])[N:7]([C:16]1[CH:21]=[CH:20][C:19]([CH:22]([C:24]2[C:32]3[C:31]([CH:33]4[CH2:35][CH2:34]4)=[N:30][CH:29]=[N:28][C:27]=3[N:26]([S:36]([C:39]3[CH:44]=[CH:43][CH:42]=[CH:41][CH:40]=3)(=[O:38])=[O:37])[CH:25]=2)[OH:23])=[C:18]([F:45])[N:17]=1)[C:8]1[CH:9]=[N:10][C:11]([O:14][CH3:15])=[CH:12][CH:13]=1)([CH3:4])([CH3:3])[CH3:2].CC(OI1(OC(C)=O)(OC(C)=O)OC(=O)C2C=CC=CC1=2)=O. Product: [C:1]([O:5][C:6](=[O:46])[N:7]([C:16]1[CH:21]=[CH:20][C:19]([C:22]([C:24]2[C:32]3[C:31]([CH:33]4[CH2:34][CH2:35]4)=[N:30][CH:29]=[N:28][C:27]=3[N:26]([S:36]([C:39]3[CH:44]=[CH:43][CH:42]=[CH:41][CH:40]=3)(=[O:37])=[O:38])[CH:25]=2)=[O:23])=[C:18]([F:45])[N:17]=1)[C:8]1[CH:9]=[N:10][C:11]([O:14][CH3:15])=[CH:12][CH:13]=1)([CH3:4])([CH3:2])[CH3:3]. The catalyst class is: 4. (7) Reactant: [Br:1][C:2]1[C:7]([N+:8]([O-])=O)=[CH:6][C:5]([F:11])=[CH:4][C:3]=1[CH3:12].Cl. Product: [Br:1][C:2]1[C:3]([CH3:12])=[CH:4][C:5]([F:11])=[CH:6][C:7]=1[NH2:8]. The catalyst class is: 447.